From a dataset of Peptide-MHC class I binding affinity with 185,985 pairs from IEDB/IMGT. Regression. Given a peptide amino acid sequence and an MHC pseudo amino acid sequence, predict their binding affinity value. This is MHC class I binding data. (1) The peptide sequence is YPQSQPQY. The MHC is HLA-B54:01 with pseudo-sequence HLA-B54:01. The binding affinity (normalized) is 0. (2) The peptide sequence is WCRVGRGTI. The MHC is HLA-B35:01 with pseudo-sequence HLA-B35:01. The binding affinity (normalized) is 0.213. (3) The peptide sequence is SRKASNTIL. The MHC is HLA-B15:09 with pseudo-sequence HLA-B15:09. The binding affinity (normalized) is 0.0847. (4) The peptide sequence is AVFDRKSDAK. The MHC is HLA-A68:01 with pseudo-sequence HLA-A68:01. The binding affinity (normalized) is 0.575. (5) The peptide sequence is RVEESRARL. The MHC is HLA-A02:03 with pseudo-sequence HLA-A02:03. The binding affinity (normalized) is 0.0847.